Dataset: Forward reaction prediction with 1.9M reactions from USPTO patents (1976-2016). Task: Predict the product of the given reaction. (1) Given the reactants [Cl:1][C:2]1[CH:3]=[C:4]([CH:19]2[CH2:23][C:22]3([CH2:28][CH2:27][N:26]([C:29]([O:31][C:32]([CH3:35])([CH3:34])[CH3:33])=[O:30])[CH2:25][CH2:24]3)[O:21][CH2:20]2)[CH:5]=[CH:6][C:7]=1[O:8][Si](C(C)C)(C(C)C)C(C)C.[F-].C([N+](CCCC)(CCCC)CCCC)CCC, predict the reaction product. The product is: [Cl:1][C:2]1[CH:3]=[C:4]([CH:19]2[CH2:23][C:22]3([CH2:24][CH2:25][N:26]([C:29]([O:31][C:32]([CH3:35])([CH3:34])[CH3:33])=[O:30])[CH2:27][CH2:28]3)[O:21][CH2:20]2)[CH:5]=[CH:6][C:7]=1[OH:8]. (2) Given the reactants [OH:1][C@H:2]1[CH2:11][CH2:10][CH2:9][C@@H:8]2[C@:3]1([C:14]1[CH:19]=[CH:18][C:17]([O:20][CH3:21])=[CH:16][CH:15]=1)[CH2:4][CH2:5][C:6](=[O:13])[C@H:7]2[CH3:12].[CH2:22](O)[CH2:23][OH:24].C1(C)C=CC(S(O)(=O)=O)=CC=1.O, predict the reaction product. The product is: [CH3:21][O:20][C:17]1[CH:16]=[CH:15][C:14]([C@@:3]23[C@@H:2]([OH:1])[CH2:11][CH2:10][CH2:9][C@H:8]2[C@H:7]([CH3:12])[C:6]2([O:24][CH2:23][CH2:22][O:13]2)[CH2:5][CH2:4]3)=[CH:19][CH:18]=1. (3) Given the reactants [CH3:1][C:2]1[C:6]([C:7]2[CH:8]=[C:9]([C:19]([C:21]3[CH:26]=[CH:25][CH:24]=[CH:23][N:22]=3)=[O:20])[C:10]3[N:14]=[C:13]([O:15][CH2:16][CH3:17])[NH:12][C:11]=3[CH:18]=2)=[C:5]([CH3:27])[O:4][N:3]=1.[CH:28]1([Mg]Cl)[CH2:31][CH2:30][CH2:29]1, predict the reaction product. The product is: [CH:28]1([C:19]([C:9]2[C:10]3[N:14]=[C:13]([O:15][CH2:16][CH3:17])[NH:12][C:11]=3[CH:18]=[C:7]([C:6]3[C:2]([CH3:1])=[N:3][O:4][C:5]=3[CH3:27])[CH:8]=2)([C:21]2[CH:26]=[CH:25][CH:24]=[CH:23][N:22]=2)[OH:20])[CH2:31][CH2:30][CH2:29]1. (4) Given the reactants [CH:1]([C:3]1[CH:8]=[CH:7][C:6]([C:9]#[C:10][C:11]2[CH:36]=[CH:35][C:14]([C:15]([N:17]([CH3:34])[C@:18]([CH3:33])([C:23]([NH:25][O:26][CH:27]3[CH2:32][CH2:31][CH2:30][CH2:29][O:28]3)=[O:24])[C:19]([NH:21][CH3:22])=[O:20])=[O:16])=[CH:13][CH:12]=2)=[CH:5][CH:4]=1)=O.[CH:37]1([NH2:40])[CH2:39][CH2:38]1, predict the reaction product. The product is: [CH:37]1([NH:40][CH2:1][C:3]2[CH:4]=[CH:5][C:6]([C:9]#[C:10][C:11]3[CH:12]=[CH:13][C:14]([C:15]([N:17]([CH3:34])[C@:18]([CH3:33])([C:23]([NH:25][O:26][CH:27]4[CH2:32][CH2:31][CH2:30][CH2:29][O:28]4)=[O:24])[C:19]([NH:21][CH3:22])=[O:20])=[O:16])=[CH:35][CH:36]=3)=[CH:7][CH:8]=2)[CH2:39][CH2:38]1.